Dataset: Full USPTO retrosynthesis dataset with 1.9M reactions from patents (1976-2016). Task: Predict the reactants needed to synthesize the given product. (1) Given the product [Cl:1][C:2]1[CH:3]=[CH:4][C:5]([C:8]2[CH:9]=[N:10][CH:11]=[C:12]3[C:17]=2[N:16]=[C:15]([C:18]([N:57]2[CH2:56][CH2:55][N:54]([C:60]([O:62][C:63]([CH3:66])([CH3:65])[CH3:64])=[O:61])[CH2:59][CH2:58]2)=[O:20])[CH:14]=[CH:13]3)=[CH:6][CH:7]=1, predict the reactants needed to synthesize it. The reactants are: [Cl:1][C:2]1[CH:7]=[CH:6][C:5]([C:8]2[CH:9]=[N:10][CH:11]=[C:12]3[C:17]=2[N:16]=[C:15]([C:18]([OH:20])=O)[CH:14]=[CH:13]3)=[CH:4][CH:3]=1.C(N(CC)C(C)C)(C)C.F[P-](F)(F)(F)(F)F.N1(OC(N(C)C)=[N+](C)C)C2N=CC=CC=2N=N1.[N:54]1([C:60]([O:62][C:63]([CH3:66])([CH3:65])[CH3:64])=[O:61])[CH2:59][CH2:58][NH:57][CH2:56][CH2:55]1. (2) Given the product [C:19]([C:23]1[CH:24]=[C:25]2[C:30](=[C:31]([F:33])[CH:32]=1)[C:29](=[O:34])[N:28]([C:35]1[C:43]([CH2:42][OH:41])=[C:39]([N:14]3[C:12]4=[N:13][C:8]([N:5]5[CH2:4][CH2:3][N:2]([CH3:1])[CH2:7][CH2:6]5)=[CH:9][CH:10]=[C:11]4[C:16]([C:17]#[N:18])=[CH:15]3)[CH:38]=[CH:37][CH:36]=1)[N:27]=[CH:26]2)([CH3:22])([CH3:20])[CH3:21], predict the reactants needed to synthesize it. The reactants are: [CH3:1][N:2]1[CH2:7][CH2:6][N:5]([C:8]2[N:13]=[C:12]3[NH:14][CH:15]=[C:16]([C:17]#[N:18])[C:11]3=[CH:10][CH:9]=2)[CH2:4][CH2:3]1.[C:19]([C:23]1[CH:24]=[C:25]2[C:30](=[C:31]([F:33])[CH:32]=1)[C:29](=[O:34])[N:28]([C:35]1[C:43]3[CH2:42][O:41]B(O)[C:39]=3[CH:38]=[CH:37][CH:36]=1)[N:27]=[CH:26]2)([CH3:22])([CH3:21])[CH3:20].ClCCCl.N1C=CC=CC=1. (3) Given the product [Cl:26][C:27]1[CH:28]=[CH:29][C:30]([C:33]2([NH:36][C:2]3[N:7]=[C:6]([O:8][CH2:9][C:10]([F:11])([F:13])[F:12])[N:5]=[C:4]([NH:14][C:15]4[CH:24]=[CH:23][C:18]([C:19]([O:21][CH3:22])=[O:20])=[CH:17][C:16]=4[F:25])[N:3]=3)[CH2:34][CH2:35]2)=[CH:31][CH:32]=1, predict the reactants needed to synthesize it. The reactants are: Cl[C:2]1[N:7]=[C:6]([O:8][CH2:9][C:10]([F:13])([F:12])[F:11])[N:5]=[C:4]([NH:14][C:15]2[CH:24]=[CH:23][C:18]([C:19]([O:21][CH3:22])=[O:20])=[CH:17][C:16]=2[F:25])[N:3]=1.[Cl:26][C:27]1[CH:32]=[CH:31][C:30]([C:33]2([NH2:36])[CH2:35][CH2:34]2)=[CH:29][CH:28]=1.CCN(C(C)C)C(C)C. (4) Given the product [CH3:20][O:19][CH2:18][CH2:17][N:1]1[C:9]2[C:4](=[CH:5][CH:6]=[CH:7][CH:8]=2)[C:3]([CH:10]=[O:11])=[CH:2]1, predict the reactants needed to synthesize it. The reactants are: [NH:1]1[C:9]2[C:4](=[CH:5][CH:6]=[CH:7][CH:8]=2)[C:3]([CH:10]=[O:11])=[CH:2]1.[H-].[Na+].[I-].[K+].Br[CH2:17][CH2:18][O:19][CH3:20]. (5) Given the product [Cl:17][CH2:18][C:19]([C:8]1[CH:7]=[C:6]2[C:11](=[CH:10][CH:9]=1)[N:2]([CH3:1])[C:3](=[O:16])[C:4]([CH3:15])([CH3:14])[C:5]2([CH3:12])[CH3:13])=[O:20], predict the reactants needed to synthesize it. The reactants are: [CH3:1][N:2]1[C:11]2[C:6](=[CH:7][CH:8]=[CH:9][CH:10]=2)[C:5]([CH3:13])([CH3:12])[C:4]([CH3:15])([CH3:14])[C:3]1=[O:16].[Cl:17][CH2:18][C:19](Cl)=[O:20]. (6) Given the product [ClH:10].[CH3:2][O:3][C:4](=[O:9])[CH2:5][CH2:6][CH2:7][NH:8][CH2:14][C:13]1[CH:16]=[CH:17][CH:18]=[C:11]([Cl:10])[CH:12]=1, predict the reactants needed to synthesize it. The reactants are: Cl.[CH3:2][O:3][C:4](=[O:9])[CH2:5][CH2:6][CH2:7][NH2:8].[Cl:10][C:11]1[CH:12]=[C:13]([CH:16]=[CH:17][CH:18]=1)[CH:14]=O.[O-]S([O-])(=O)=O.[Mg+2].[BH4-].[Na+].